From a dataset of Forward reaction prediction with 1.9M reactions from USPTO patents (1976-2016). Predict the product of the given reaction. Given the reactants [F:1][C:2]([C:12]1[CH:17]=[CH:16][C:15]([NH:18][C:19]([C:21]2[N:26]=[CH:25][C:24]([C:27]([O:29]C)=[O:28])=[CH:23][CH:22]=2)=[O:20])=[CH:14][CH:13]=1)([CH3:11])[CH2:3][NH:4][S:5]([CH:8]([CH3:10])[CH3:9])(=[O:7])=[O:6].[OH-].[Li+].O1CCCC1.Cl, predict the reaction product. The product is: [F:1][C:2]([C:12]1[CH:13]=[CH:14][C:15]([NH:18][C:19]([C:21]2[N:26]=[CH:25][C:24]([C:27]([OH:29])=[O:28])=[CH:23][CH:22]=2)=[O:20])=[CH:16][CH:17]=1)([CH3:11])[CH2:3][NH:4][S:5]([CH:8]([CH3:10])[CH3:9])(=[O:6])=[O:7].